Task: Predict the reaction yield, written as a fraction of the theoretical maximum amount of product (1.0 means a 100% yield; for example, 0.34 means a 34% yield).. Dataset: Reaction yield outcomes from USPTO patents with 853,638 reactions The reactants are [ClH:1].[OH:2][C:3]1[C:16]2[C:15](=[O:17])[C:14]3[C:9](=[C:10]([O:18][CH3:19])[CH:11]=[CH:12][CH:13]=3)[O:8][C:7]=2[CH:6]=[C:5]([O:20][CH2:21][CH:22]2[CH2:24][S:23]2)[CH:4]=1. The catalyst is C(OCC)(=O)C. The product is [Cl:1][CH2:24][CH:22]([SH:23])[CH2:21][O:20][C:5]1[CH:4]=[C:3]([OH:2])[C:16]2[C:15](=[O:17])[C:14]3[C:9]([O:8][C:7]=2[CH:6]=1)=[C:10]([O:18][CH3:19])[CH:11]=[CH:12][CH:13]=3. The yield is 0.901.